From a dataset of Reaction yield outcomes from USPTO patents with 853,638 reactions. Predict the reaction yield, written as a fraction of the theoretical maximum amount of product (1.0 means a 100% yield; for example, 0.34 means a 34% yield). The reactants are [Cl:1][C:2]1[CH:17]=[CH:16][C:5]2[O:6][C:7]3[CH:15]=[CH:14][CH:13]=[CH:12][C:8]=3[C:9](=O)[NH:10][C:4]=2[CH:3]=1.COC1C=CC(P2(=S)SP(=S)(C3C=CC(OC)=CC=3)S2)=CC=1.CI.[NH:42]1[CH2:47][CH2:46][NH:45][CH2:44][CH2:43]1. The catalyst is C1(C)C=CC=CC=1. The product is [Cl:1][C:2]1[CH:17]=[CH:16][C:5]2[O:6][C:7]3[CH:15]=[CH:14][CH:13]=[CH:12][C:8]=3[C:9]([N:42]3[CH2:47][CH2:46][NH:45][CH2:44][CH2:43]3)=[N:10][C:4]=2[CH:3]=1. The yield is 0.570.